Dataset: NCI-60 drug combinations with 297,098 pairs across 59 cell lines. Task: Regression. Given two drug SMILES strings and cell line genomic features, predict the synergy score measuring deviation from expected non-interaction effect. (1) Drug 1: CC1C(C(=O)NC(C(=O)N2CCCC2C(=O)N(CC(=O)N(C(C(=O)O1)C(C)C)C)C)C(C)C)NC(=O)C3=C4C(=C(C=C3)C)OC5=C(C(=O)C(=C(C5=N4)C(=O)NC6C(OC(=O)C(N(C(=O)CN(C(=O)C7CCCN7C(=O)C(NC6=O)C(C)C)C)C)C(C)C)C)N)C. Drug 2: N.N.Cl[Pt+2]Cl. Cell line: RPMI-8226. Synergy scores: CSS=76.9, Synergy_ZIP=0.150, Synergy_Bliss=0.588, Synergy_Loewe=-2.98, Synergy_HSA=2.90. (2) Drug 1: CCC1=C2CN3C(=CC4=C(C3=O)COC(=O)C4(CC)O)C2=NC5=C1C=C(C=C5)O. Drug 2: CC12CCC3C(C1CCC2O)C(CC4=C3C=CC(=C4)O)CCCCCCCCCS(=O)CCCC(C(F)(F)F)(F)F. Cell line: SF-268. Synergy scores: CSS=40.9, Synergy_ZIP=0.424, Synergy_Bliss=0.964, Synergy_Loewe=-68.7, Synergy_HSA=0.613. (3) Drug 1: CC1=CC2C(CCC3(C2CCC3(C(=O)C)OC(=O)C)C)C4(C1=CC(=O)CC4)C. Drug 2: CC1=C(C(CCC1)(C)C)C=CC(=CC=CC(=CC(=O)O)C)C. Cell line: OVCAR-5. Synergy scores: CSS=-9.05, Synergy_ZIP=1.94, Synergy_Bliss=-2.77, Synergy_Loewe=-4.61, Synergy_HSA=-6.47. (4) Drug 1: CC1=CC2C(CCC3(C2CCC3(C(=O)C)OC(=O)C)C)C4(C1=CC(=O)CC4)C. Drug 2: C1CCC(C(C1)N)N.C(=O)(C(=O)[O-])[O-].[Pt+4]. Cell line: HL-60(TB). Synergy scores: CSS=27.3, Synergy_ZIP=1.70, Synergy_Bliss=7.19, Synergy_Loewe=-52.2, Synergy_HSA=4.93. (5) Drug 1: CC1=C(C=C(C=C1)NC2=NC=CC(=N2)N(C)C3=CC4=NN(C(=C4C=C3)C)C)S(=O)(=O)N.Cl. Drug 2: CC1=C(C(CCC1)(C)C)C=CC(=CC=CC(=CC(=O)O)C)C. Cell line: U251. Synergy scores: CSS=5.20, Synergy_ZIP=-0.965, Synergy_Bliss=0.772, Synergy_Loewe=-5.54, Synergy_HSA=-4.76. (6) Drug 1: C(=O)(N)NO. Drug 2: CC1CCC2CC(C(=CC=CC=CC(CC(C(=O)C(C(C(=CC(C(=O)CC(OC(=O)C3CCCCN3C(=O)C(=O)C1(O2)O)C(C)CC4CCC(C(C4)OC)O)C)C)O)OC)C)C)C)OC. Cell line: SK-MEL-28. Synergy scores: CSS=4.82, Synergy_ZIP=-0.275, Synergy_Bliss=3.27, Synergy_Loewe=-10.8, Synergy_HSA=-0.846. (7) Drug 1: C1CCC(CC1)NC(=O)N(CCCl)N=O. Drug 2: CN1C2=C(C=C(C=C2)N(CCCl)CCCl)N=C1CCCC(=O)O.Cl. Cell line: NCI-H522. Synergy scores: CSS=23.7, Synergy_ZIP=-7.87, Synergy_Bliss=-1.30, Synergy_Loewe=0.643, Synergy_HSA=1.76.